This data is from Peptide-MHC class II binding affinity with 134,281 pairs from IEDB. The task is: Regression. Given a peptide amino acid sequence and an MHC pseudo amino acid sequence, predict their binding affinity value. This is MHC class II binding data. (1) The peptide sequence is MPFVTTQPEALAAAA. The MHC is HLA-DQA10102-DQB10602 with pseudo-sequence HLA-DQA10102-DQB10602. The binding affinity (normalized) is 0.210. (2) The peptide sequence is KPAAAATATATSAVG. The MHC is DRB1_0401 with pseudo-sequence DRB1_0401. The binding affinity (normalized) is 0.148. (3) The peptide sequence is YEDAKSPLTASKLTY. The MHC is DRB1_1302 with pseudo-sequence DRB1_1302. The binding affinity (normalized) is 0.132.